This data is from Full USPTO retrosynthesis dataset with 1.9M reactions from patents (1976-2016). The task is: Predict the reactants needed to synthesize the given product. (1) Given the product [N:7]1([CH2:17][C:18]([NH:20][C:21]2[CH:26]=[CH:25][CH:24]=[C:23]([C:27]([F:28])([F:29])[F:30])[CH:22]=2)=[O:19])[C:11]2[CH:12]=[CH:13][CH:14]=[CH:15][C:10]=2[N:9]=[CH:8]1, predict the reactants needed to synthesize it. The reactants are: CC(C)([O-])C.[K+].[NH:7]1[C:11]2[CH:12]=[CH:13][CH:14]=[CH:15][C:10]=2[N:9]=[CH:8]1.Br[CH2:17][C:18]([NH:20][C:21]1[CH:26]=[CH:25][CH:24]=[C:23]([C:27]([F:30])([F:29])[F:28])[CH:22]=1)=[O:19]. (2) Given the product [Cl:7][C:8]1[CH:13]=[CH:12][C:11]([S:14][CH2:4][CH2:5][NH2:6])=[CH:10][CH:9]=1, predict the reactants needed to synthesize it. The reactants are: [Na].Br.Br[CH2:4][CH2:5][NH2:6].[Cl:7][C:8]1[CH:13]=[CH:12][C:11]([SH:14])=[CH:10][CH:9]=1.